This data is from Forward reaction prediction with 1.9M reactions from USPTO patents (1976-2016). The task is: Predict the product of the given reaction. Given the reactants [CH:1]1[C:10]2[C:5](=[CH:6][CH:7]=[CH:8][CH:9]=2)[CH:4]=[C:3]([C:11]([OH:13])=O)[N:2]=1.ON1C2C=CC=CC=2N=N1.Cl.CN(C)CCCN=C=NCC.[NH2:36][CH2:37][CH2:38][CH2:39][N:40]1[C:52]2[C:51]3[CH:50]=[CH:49][CH:48]=[CH:47][C:46]=3[N:45]=[C:44]([NH2:53])[C:43]=2[N:42]=[C:41]1[CH2:54][CH2:55][CH2:56][CH3:57], predict the reaction product. The product is: [NH2:53][C:44]1[C:43]2[N:42]=[C:41]([CH2:54][CH2:55][CH2:56][CH3:57])[N:40]([CH2:39][CH2:38][CH2:37][NH:36][C:11]([C:3]3[N:2]=[CH:1][C:10]4[C:5]([CH:4]=3)=[CH:6][CH:7]=[CH:8][CH:9]=4)=[O:13])[C:52]=2[C:51]2[CH:50]=[CH:49][CH:48]=[CH:47][C:46]=2[N:45]=1.